This data is from NCI-60 drug combinations with 297,098 pairs across 59 cell lines. The task is: Regression. Given two drug SMILES strings and cell line genomic features, predict the synergy score measuring deviation from expected non-interaction effect. Cell line: OVCAR-4. Drug 2: C1C(C(OC1N2C=NC(=NC2=O)N)CO)O. Drug 1: CC1=C(C=C(C=C1)NC(=O)C2=CC=C(C=C2)CN3CCN(CC3)C)NC4=NC=CC(=N4)C5=CN=CC=C5. Synergy scores: CSS=22.9, Synergy_ZIP=7.61, Synergy_Bliss=0.960, Synergy_Loewe=6.67, Synergy_HSA=6.91.